This data is from Forward reaction prediction with 1.9M reactions from USPTO patents (1976-2016). The task is: Predict the product of the given reaction. (1) The product is: [CH2:5]([O:4][CH:3]([O:7][CH2:8][CH3:9])[CH2:2][O:10][C:11]1[C:20]([CH3:21])=[CH:19][C:14]([C:15]([O:17][CH3:18])=[O:16])=[C:13]([CH3:22])[CH:12]=1)[CH3:6]. Given the reactants Br[CH2:2][CH:3]([O:7][CH2:8][CH3:9])[O:4][CH2:5][CH3:6].[OH:10][C:11]1[C:20]([CH3:21])=[CH:19][C:14]([C:15]([O:17][CH3:18])=[O:16])=[C:13]([CH3:22])[CH:12]=1.C(=O)([O-])[O-].[Cs+].[Cs+], predict the reaction product. (2) Given the reactants [CH2:1]([N:8]([CH2:19][C:20]1[CH:25]=[CH:24][C:23]([OH:26])=[CH:22][CH:21]=1)[C:9]1[CH:14]=[CH:13][CH:12]=[C:11]([N+:15]([O-:17])=[O:16])[C:10]=1[CH3:18])[C:2]1[CH:7]=[CH:6][CH:5]=[CH:4][CH:3]=1.[CH3:27][O:28][C:29](=[O:37])[C:30]1[CH:35]=[CH:34][C:33](Br)=[CH:32][CH:31]=1.[O-]P([O-])([O-])=O.[K+].[K+].[K+].C(P(C(C)(C)C)C1C=CC=CC=1C1C=CC=CC=1)(C)(C)C, predict the reaction product. The product is: [CH2:1]([N:8]([CH2:19][C:20]1[CH:25]=[CH:24][C:23]([O:26][C:33]2[CH:34]=[CH:35][C:30]([C:29]([O:28][CH3:27])=[O:37])=[CH:31][CH:32]=2)=[CH:22][CH:21]=1)[C:9]1[CH:14]=[CH:13][CH:12]=[C:11]([N+:15]([O-:17])=[O:16])[C:10]=1[CH3:18])[C:2]1[CH:7]=[CH:6][CH:5]=[CH:4][CH:3]=1. (3) Given the reactants [Cl:1][C:2]1[CH:7]=[CH:6][C:5]([CH:8]([C:10]2[CH:11]=[N:12][CH:13]=[CH:14][CH:15]=2)O)=[CH:4][CH:3]=1.[C:16]1([NH:22][C:23](=[O:25])[CH3:24])[CH:21]=[CH:20][CH:19]=[CH:18][CH:17]=1, predict the reaction product. The product is: [Cl:1][C:2]1[CH:7]=[CH:6][C:5]([CH:8]([C:10]2[CH:11]=[N:12][CH:13]=[CH:14][CH:15]=2)[C:19]2[CH:20]=[CH:21][C:16]([NH:22][C:23](=[O:25])[CH3:24])=[CH:17][CH:18]=2)=[CH:4][CH:3]=1. (4) The product is: [CH:12]1([C:6]2[CH:5]=[C:4]([CH:9]=[C:8]([O:10][CH3:11])[N:7]=2)[C:3]([NH2:18])=[O:2])[CH2:16][CH2:15][CH2:14][CH2:13]1. Given the reactants C[O:2][C:3](=O)[C:4]1[CH:9]=[C:8]([O:10][CH3:11])[N:7]=[C:6]([CH:12]2[CH2:16][CH2:15][CH2:14][CH2:13]2)[CH:5]=1.[NH3:18], predict the reaction product. (5) Given the reactants [NH:1]1[CH:5]=[C:4]([C:6]2[CH:11]=[C:10]([C:12]#[N:13])[CH:9]=[CH:8][N:7]=2)[N:3]=[CH:2]1.[Cl:14][C:15]1[C:22]([C:23]([F:26])([F:25])[F:24])=[CH:21][CH:20]=[CH:19][C:16]=1[CH2:17]Br, predict the reaction product. The product is: [Cl:14][C:15]1[C:22]([C:23]([F:24])([F:25])[F:26])=[CH:21][CH:20]=[CH:19][C:16]=1[CH2:17][N:1]1[CH:5]=[C:4]([C:6]2[CH:11]=[C:10]([C:12]#[N:13])[CH:9]=[CH:8][N:7]=2)[N:3]=[CH:2]1. (6) Given the reactants [CH3:1][CH2:2][O:3][C:4]1[N:12]([CH2:13][C:14]2[CH:19]=[CH:18][C:17]([C:20]3[C:25]([C:26]4[N:30](C(C5C=CC=CC=5)(C5C=CC=CC=5)C5C=CC=CC=5)[N:29]=[N:28][N:27]=4)=[CH:24][CH:23]=[CH:22][CH:21]=3)=[CH:16][CH:15]=2)[C:11]2[C:6](=[CH:7][CH:8]=[CH:9][C:10]=2[C:50]([O:52][CH:53]([O:55][C:56]([O:58][CH:59]2[CH2:64][CH2:63][CH2:62][CH2:61][CH2:60]2)=[O:57])[CH3:54])=[O:51])[N:5]=1.C1(C)C=CC=CC=1.CO.C(O)=O, predict the reaction product. The product is: [CH3:1][CH2:2][O:3][C:4]1[N:12]([CH2:13][C:14]2[CH:19]=[CH:18][C:17]([C:20]3[CH:21]=[CH:22][CH:23]=[CH:24][C:25]=3[C:26]3[N:27]=[N:28][NH:29][N:30]=3)=[CH:16][CH:15]=2)[C:11]2[C:10]([C:50]([O:52][CH:53]([O:55][C:56]([O:58][CH:59]3[CH2:60][CH2:61][CH2:62][CH2:63][CH2:64]3)=[O:57])[CH3:54])=[O:51])=[CH:9][CH:8]=[CH:7][C:6]=2[N:5]=1. (7) Given the reactants [Cl:1][C:2]1[CH:3]=[C:4]([C:8]2[CH:13]=[C:12]([C:14](=[O:33])[NH:15][CH2:16][CH2:17][CH2:18][CH2:19][CH2:20][CH2:21][CH2:22][CH2:23][N:24]3[C:32]4[C:27](=[CH:28][CH:29]=[CH:30][CH:31]=4)[CH:26]=[CH:25]3)[CH:11]=[C:10]([C:34]3[CH:39]=[CH:38][CH:37]=[C:36]([Cl:40])[CH:35]=3)[C:9]=2[O:41][CH2:42][CH2:43][O:44][CH2:45][C:46]([O:48]C)=[O:47])[CH:5]=[CH:6][CH:7]=1.[K+].[Br-], predict the reaction product. The product is: [Cl:1][C:2]1[CH:3]=[C:4]([C:8]2[CH:13]=[C:12]([C:14](=[O:33])[NH:15][CH2:16][CH2:17][CH2:18][CH2:19][CH2:20][CH2:21][CH2:22][CH2:23][N:24]3[C:32]4[C:27](=[CH:28][CH:29]=[CH:30][CH:31]=4)[CH:26]=[CH:25]3)[CH:11]=[C:10]([C:34]3[CH:39]=[CH:38][CH:37]=[C:36]([Cl:40])[CH:35]=3)[C:9]=2[O:41][CH2:42][CH2:43][O:44][CH2:45][C:46]([OH:48])=[O:47])[CH:5]=[CH:6][CH:7]=1. (8) Given the reactants [Br:1][C:2]1[N:7]=[C:6]([CH:8](O)[CH3:9])[CH:5]=[CH:4][CH:3]=1.[CH2:11]([N:13](CC)[CH2:14][CH3:15])[CH3:12].CS(OS(C)(=O)=O)(=O)=O.N1CCCC1.Cl, predict the reaction product. The product is: [Br:1][C:2]1[CH:3]=[CH:4][CH:5]=[C:6]([CH:8]([N:13]2[CH2:14][CH2:15][CH2:12][CH2:11]2)[CH3:9])[N:7]=1.